This data is from Full USPTO retrosynthesis dataset with 1.9M reactions from patents (1976-2016). The task is: Predict the reactants needed to synthesize the given product. (1) Given the product [Br:13][C:3]1[C:4]2[C:9](=[CH:8][CH:7]=[C:6]([C:10]([OH:12])=[O:11])[CH:5]=2)[NH:1][CH:2]=1, predict the reactants needed to synthesize it. The reactants are: [NH:1]1[C:9]2[C:4](=[CH:5][C:6]([C:10]([OH:12])=[O:11])=[CH:7][CH:8]=2)[CH:3]=[CH:2]1.[Br:13]Br.[O-]S([O-])=O.[Na+].[Na+]. (2) The reactants are: Cl[C:2]1[CH:11]=[CH:10][C:9]2[C:4](=[CH:5][CH:6]=[CH:7][CH:8]=2)[N:3]=1.C(OC(=O)[NH:21][CH2:22][C@H:23]1[CH2:28][CH2:27][C@@H:26]([NH2:29])[CH2:25][CH2:24]1)C1C=CC=CC=1.C([O-])(O)=O.[Na+]. Given the product [NH2:21][CH2:22][C@@H:23]1[CH2:28][CH2:27][C@H:26]([NH:29][C:2]2[CH:11]=[CH:10][C:9]3[C:4](=[CH:5][CH:6]=[CH:7][CH:8]=3)[N:3]=2)[CH2:25][CH2:24]1, predict the reactants needed to synthesize it. (3) Given the product [NH:1]([C:7]([O:9][CH2:10][C:11]1[CH:16]=[CH:15][CH:14]=[CH:13][CH:12]=1)=[O:8])[C@H:2]([C:4]([NH:48][CH2:47][C:46]([O:45][CH2:43][CH3:44])=[O:49])=[O:6])[CH3:3], predict the reactants needed to synthesize it. The reactants are: [NH:1]([C:7]([O:9][CH2:10][C:11]1[CH:16]=[CH:15][CH:14]=[CH:13][CH:12]=1)=[O:8])[C@H:2]([C:4]([OH:6])=O)[CH3:3].OC1C2N=NNC=2C=CC=1.C1CCC(N=C=NC2CCCCC2)CC1.Cl.[CH2:43]([O:45][C:46](=[O:49])[CH2:47][NH2:48])[CH3:44].C(N(CC)CC)C. (4) The reactants are: [ClH:1].[F:2][C:3]1[CH:40]=[CH:39][C:6]([CH2:7][C:8]2[N:12]=[C:11]([CH2:13][N:14]([CH2:21][C:22]3[CH:27]=[CH:26][C:25]([S:28][C:29]([CH3:38])([CH3:37])[C:30]([O:32]C(C)(C)C)=[O:31])=[CH:24][CH:23]=3)[CH2:15][C:16]3[O:17][CH:18]=[CH:19][CH:20]=3)[O:10][N:9]=2)=[CH:5][CH:4]=1. Given the product [ClH:1].[F:2][C:3]1[CH:4]=[CH:5][C:6]([CH2:7][C:8]2[N:12]=[C:11]([CH2:13][N:14]([CH2:21][C:22]3[CH:27]=[CH:26][C:25]([S:28][C:29]([CH3:38])([CH3:37])[C:30]([OH:32])=[O:31])=[CH:24][CH:23]=3)[CH2:15][C:16]3[O:17][CH:18]=[CH:19][CH:20]=3)[O:10][N:9]=2)=[CH:39][CH:40]=1, predict the reactants needed to synthesize it. (5) Given the product [C:8]1([CH:21]=[O:22])[C:7]2[C:6](=[O:16])[C:5]3[C:14](=[CH:1][CH:2]=[CH:3][CH:4]=3)[C:13](=[O:15])[C:12]=2[CH:11]=[CH:10][CH:9]=1.[CH2:19]([OH:23])[CH2:20][CH2:21][OH:22], predict the reactants needed to synthesize it. The reactants are: [CH:1]1[C:14]2[C:13](=[O:15])[C:12]3[C:7](=[CH:8][CH:9]=[CH:10][CH:11]=3)[C:6](=[O:16])[C:5]=2[CH:4]=[CH:3][C:2]=1C=O.[CH2:19]([OH:23])[CH2:20][CH2:21][OH:22].C1(C)C=CC(S(O)(=O)=O)=CC=1.O. (6) The reactants are: [F:1][C:2]1[CH:7]=[CH:6][C:5]([Mg]Br)=[CH:4][CH:3]=1.[Cl-].FC1C=CC([Zn+])=CC=1.[Br:19][C:20]1[CH:50]=[CH:49][C:23]([CH2:24][O:25][C:26]2[CH:31]=[CH:30][C:29]([C@@H:32]3[C@@H:35]([CH2:36][CH2:37][C:38](Cl)=[O:39])[C:34](=[O:41])[N:33]3[C:42]3[CH:47]=[CH:46][C:45]([F:48])=[CH:44][CH:43]=3)=[CH:28][CH:27]=2)=[CH:22][CH:21]=1. Given the product [Br:19][C:20]1[CH:50]=[CH:49][C:23]([CH2:24][O:25][C:26]2[CH:31]=[CH:30][C:29]([C@H:32]3[N:33]([C:42]4[CH:47]=[CH:46][C:45]([F:48])=[CH:44][CH:43]=4)[C:34](=[O:41])[C@@H:35]3[CH2:36][CH2:37][C:38]([C:5]3[CH:6]=[CH:7][C:2]([F:1])=[CH:3][CH:4]=3)=[O:39])=[CH:28][CH:27]=2)=[CH:22][CH:21]=1, predict the reactants needed to synthesize it. (7) Given the product [C:1]([O:2][NH:48][C:16]([C:29]1([C:32]2[CH:37]=[CH:36][CH:35]=[CH:34][CH:33]=2)[CH2:30][CH2:31][N:26]([CH2:19][C:20]2[CH:25]=[CH:24][CH:23]=[CH:22][CH:21]=2)[CH2:27][CH2:28]1)=[O:17])(=[O:4])[CH2:39][CH3:40], predict the reactants needed to synthesize it. The reactants are: [C:1](=[O:4])([O-])[OH:2].[Na+].[N+](C1C=CC(O[C:16](Cl)=[O:17])=CC=1)([O-])=O.[CH2:19]([N:26]1[CH2:31][CH2:30][C:29](N)([C:32]2[CH:37]=[CH:36][CH:35]=[CH:34][CH:33]=2)[CH2:28][CH2:27]1)[C:20]1[CH:25]=[CH:24][CH:23]=[CH:22][CH:21]=1.[CH2:39](N(CC)CC)[CH3:40].C(#[N:48])C.